This data is from NCI-60 drug combinations with 297,098 pairs across 59 cell lines. The task is: Regression. Given two drug SMILES strings and cell line genomic features, predict the synergy score measuring deviation from expected non-interaction effect. (1) Drug 1: C1=NC(=NC(=O)N1C2C(C(C(O2)CO)O)O)N. Drug 2: CC1CCCC2(C(O2)CC(NC(=O)CC(C(C(=O)C(C1O)C)(C)C)O)C(=CC3=CSC(=N3)C)C)C. Cell line: NCI-H460. Synergy scores: CSS=75.2, Synergy_ZIP=-3.89, Synergy_Bliss=-5.78, Synergy_Loewe=-3.66, Synergy_HSA=-0.296. (2) Cell line: OVCAR-8. Drug 1: CC(CN1CC(=O)NC(=O)C1)N2CC(=O)NC(=O)C2. Synergy scores: CSS=24.1, Synergy_ZIP=4.42, Synergy_Bliss=12.4, Synergy_Loewe=12.9, Synergy_HSA=12.8. Drug 2: CC1C(C(=O)NC(C(=O)N2CCCC2C(=O)N(CC(=O)N(C(C(=O)O1)C(C)C)C)C)C(C)C)NC(=O)C3=C4C(=C(C=C3)C)OC5=C(C(=O)C(=C(C5=N4)C(=O)NC6C(OC(=O)C(N(C(=O)CN(C(=O)C7CCCN7C(=O)C(NC6=O)C(C)C)C)C)C(C)C)C)N)C. (3) Drug 1: CCCS(=O)(=O)NC1=C(C(=C(C=C1)F)C(=O)C2=CNC3=C2C=C(C=N3)C4=CC=C(C=C4)Cl)F. Drug 2: CCC(=C(C1=CC=CC=C1)C2=CC=C(C=C2)OCCN(C)C)C3=CC=CC=C3.C(C(=O)O)C(CC(=O)O)(C(=O)O)O. Cell line: U251. Synergy scores: CSS=4.79, Synergy_ZIP=-1.06, Synergy_Bliss=0.252, Synergy_Loewe=-1.57, Synergy_HSA=-0.407. (4) Drug 2: CCN(CC)CCCC(C)NC1=C2C=C(C=CC2=NC3=C1C=CC(=C3)Cl)OC. Drug 1: COC1=CC(=CC(=C1O)OC)C2C3C(COC3=O)C(C4=CC5=C(C=C24)OCO5)OC6C(C(C7C(O6)COC(O7)C8=CC=CS8)O)O. Synergy scores: CSS=16.6, Synergy_ZIP=-10.8, Synergy_Bliss=-8.68, Synergy_Loewe=-11.4, Synergy_HSA=-7.02. Cell line: SK-MEL-5. (5) Drug 1: CCN(CC)CCNC(=O)C1=C(NC(=C1C)C=C2C3=C(C=CC(=C3)F)NC2=O)C. Drug 2: CCC1(CC2CC(C3=C(CCN(C2)C1)C4=CC=CC=C4N3)(C5=C(C=C6C(=C5)C78CCN9C7C(C=CC9)(C(C(C8N6C)(C(=O)OC)O)OC(=O)C)CC)OC)C(=O)OC)O.OS(=O)(=O)O. Cell line: SR. Synergy scores: CSS=25.8, Synergy_ZIP=1.12, Synergy_Bliss=-3.73, Synergy_Loewe=-48.0, Synergy_HSA=-6.94. (6) Drug 1: C1CCN(CC1)CCOC2=CC=C(C=C2)C(=O)C3=C(SC4=C3C=CC(=C4)O)C5=CC=C(C=C5)O. Cell line: PC-3. Synergy scores: CSS=8.75, Synergy_ZIP=-6.41, Synergy_Bliss=-2.36, Synergy_Loewe=-5.93, Synergy_HSA=-3.80. Drug 2: CNC(=O)C1=NC=CC(=C1)OC2=CC=C(C=C2)NC(=O)NC3=CC(=C(C=C3)Cl)C(F)(F)F. (7) Drug 1: CC1=C2C(C(=O)C3(C(CC4C(C3C(C(C2(C)C)(CC1OC(=O)C(C(C5=CC=CC=C5)NC(=O)OC(C)(C)C)O)O)OC(=O)C6=CC=CC=C6)(CO4)OC(=O)C)O)C)O. Drug 2: CN(CC1=CN=C2C(=N1)C(=NC(=N2)N)N)C3=CC=C(C=C3)C(=O)NC(CCC(=O)O)C(=O)O. Cell line: T-47D. Synergy scores: CSS=1.37, Synergy_ZIP=2.89, Synergy_Bliss=6.30, Synergy_Loewe=5.10, Synergy_HSA=3.04. (8) Drug 1: C1=NC2=C(N=C(N=C2N1C3C(C(C(O3)CO)O)F)Cl)N. Drug 2: COC1=C2C(=CC3=C1OC=C3)C=CC(=O)O2. Cell line: ACHN. Synergy scores: CSS=22.4, Synergy_ZIP=-6.79, Synergy_Bliss=-7.22, Synergy_Loewe=-70.0, Synergy_HSA=-6.06.